This data is from Forward reaction prediction with 1.9M reactions from USPTO patents (1976-2016). The task is: Predict the product of the given reaction. The product is: [NH2:36][CH2:37][C:38]1[CH:39]=[C:40]2[C:41](=[CH:42][CH:43]=1)[NH:44][CH:26]([C:12]1[CH:11]=[C:10]([O:28][CH3:29])[C:9]([OH:8])=[CH:14][C:13]=1[C:15]1[CH:20]=[CH:19][C:18]([C:21]([OH:23])=[O:22])=[CH:17][C:16]=1[O:24][CH3:25])[CH:47]1[CH2:48][C:49]3[C:54]([CH:46]21)=[CH:53][CH:52]=[CH:51][CH:50]=3. Given the reactants C([O:8][C:9]1[C:10]([O:28][CH3:29])=[CH:11][C:12]([CH:26]=O)=[C:13]([C:15]2[CH:20]=[CH:19][C:18]([C:21]([OH:23])=[O:22])=[CH:17][C:16]=2[O:24][CH3:25])[CH:14]=1)C1C=CC=CC=1.C(OC(=O)[NH:36][CH2:37][C:38]1[CH:43]=[CH:42][C:41]([NH2:44])=[CH:40][CH:39]=1)(C)(C)C.[CH2:46]1[C:54]2[C:49](=[CH:50][CH:51]=[CH:52][CH:53]=2)[CH:48]=[CH:47]1, predict the reaction product.